Dataset: Catalyst prediction with 721,799 reactions and 888 catalyst types from USPTO. Task: Predict which catalyst facilitates the given reaction. (1) Reactant: Br[CH:2]1[C:9]2[CH:10]=[C:11]([Cl:14])[CH:12]=[CH:13][C:8]=2[O:7][CH2:6][O:5][C:4]2[CH:15]=[CH:16][C:17]([Cl:19])=[CH:18][C:3]1=2.[Br:20][CH2:21][CH2:22][OH:23].C(=O)([O-])[O-].[K+].[K+]. Product: [Br:20][CH2:21][CH2:22][O:23][CH:2]1[C:9]2[CH:10]=[C:11]([Cl:14])[CH:12]=[CH:13][C:8]=2[O:7][CH2:6][O:5][C:4]2[CH:15]=[CH:16][C:17]([Cl:19])=[CH:18][C:3]1=2. The catalyst class is: 4. (2) Reactant: [CH2:1]([NH2:13])[CH2:2][CH2:3][CH2:4][CH2:5][CH2:6][CH2:7][CH2:8][CH2:9][CH2:10][CH2:11][CH3:12].[Li]CCCC.C([O:21][C:22](=O)[C:23]1[CH:28]=[C:27]([C:29]2[CH:34]=[CH:33][CH:32]=[C:31]([C:35]([F:38])([F:37])[F:36])[CH:30]=2)[C:26]([O:39][CH2:40][CH2:41][OH:42])=[C:25]([C:43]2[CH:48]=[CH:47][CH:46]=[C:45]([C:49]([F:52])([F:51])[F:50])[CH:44]=2)[CH:24]=1)C.Cl. Product: [CH2:1]([NH:13][C:22](=[O:21])[C:23]1[CH:24]=[C:25]([C:43]2[CH:48]=[CH:47][CH:46]=[C:45]([C:49]([F:51])([F:52])[F:50])[CH:44]=2)[C:26]([O:39][CH2:40][CH2:41][OH:42])=[C:27]([C:29]2[CH:34]=[CH:33][CH:32]=[C:31]([C:35]([F:38])([F:37])[F:36])[CH:30]=2)[CH:28]=1)[CH2:2][CH2:3][CH2:4][CH2:5][CH2:6][CH2:7][CH2:8][CH2:9][CH2:10][CH2:11][CH3:12]. The catalyst class is: 1. (3) Reactant: [CH3:1][C:2]1[CH:21]=[CH:20][CH:19]=[C:18]([CH3:22])[C:3]=1[CH2:4][O:5][C:6]1[CH:11]=[CH:10][C:9]([CH2:12][C:13]([O:15]CC)=[O:14])=[CH:8][CH:7]=1.[OH-].[Na+].Cl. Product: [CH3:1][C:2]1[CH:21]=[CH:20][CH:19]=[C:18]([CH3:22])[C:3]=1[CH2:4][O:5][C:6]1[CH:7]=[CH:8][C:9]([CH2:12][C:13]([OH:15])=[O:14])=[CH:10][CH:11]=1. The catalyst class is: 8. (4) Reactant: [NH2:1][C:2]1[CH:7]=[C:6]([C:8]#[N:9])[CH:5]=[CH:4][N:3]=1.[Cl:10]N1C(=O)CCC1=O.C(=O)([O-])O.[Na+]. Product: [NH2:1][C:2]1[CH:7]=[C:6]([C:8]#[N:9])[C:5]([Cl:10])=[CH:4][N:3]=1.[NH2:1][C:2]1[C:7]([Cl:10])=[C:6]([C:8]#[N:9])[CH:5]=[CH:4][N:3]=1. The catalyst class is: 3.